From a dataset of Peptide-MHC class I binding affinity with 185,985 pairs from IEDB/IMGT. Regression. Given a peptide amino acid sequence and an MHC pseudo amino acid sequence, predict their binding affinity value. This is MHC class I binding data. The MHC is Mamu-B08 with pseudo-sequence Mamu-B08. The binding affinity (normalized) is 0. The peptide sequence is KTPVIVVPV.